This data is from Catalyst prediction with 721,799 reactions and 888 catalyst types from USPTO. The task is: Predict which catalyst facilitates the given reaction. (1) Reactant: O[C:2]1([C:7]2[CH:12]=[CH:11][CH:10]=[CH:9][CH:8]=2)[CH2:6][CH2:5][CH2:4][CH2:3]1. Product: [C:7]1([C:2]2[CH2:6][CH2:5][CH2:4][CH:3]=2)[CH:12]=[CH:11][CH:10]=[CH:9][CH:8]=1. The catalyst class is: 1. (2) Reactant: [CH3:1][N:2]1[CH2:7][CH2:6][C@@H:5]2[CH2:8][CH2:9][C@H:10]([C:12]([O:14]C)=[O:13])[CH2:11][N:4]2[C:3]1=[O:16].O[Li].O. Product: [CH3:1][N:2]1[CH2:7][CH2:6][C@@H:5]2[CH2:8][CH2:9][C@H:10]([C:12]([OH:14])=[O:13])[CH2:11][N:4]2[C:3]1=[O:16]. The catalyst class is: 200. (3) Reactant: Cl.[NH:2]([C:4]1[CH:9]=[CH:8][C:7]([S:10]([CH3:13])(=[O:12])=[O:11])=[CH:6][N:5]=1)[NH2:3].[F:14][C:15]([F:28])([F:27])[C:16](=O)[CH2:17][C:18]([C:20]1[CH2:25][CH2:24][CH2:23][CH2:22][CH:21]=1)=O. Product: [C:20]1([C:18]2[N:2]([C:4]3[CH:9]=[CH:8][C:7]([S:10]([CH3:13])(=[O:11])=[O:12])=[CH:6][N:5]=3)[N:3]=[C:16]([C:15]([F:14])([F:27])[F:28])[CH:17]=2)[CH2:25][CH2:24][CH2:23][CH2:22][CH:21]=1. The catalyst class is: 8.